This data is from Full USPTO retrosynthesis dataset with 1.9M reactions from patents (1976-2016). The task is: Predict the reactants needed to synthesize the given product. (1) Given the product [F:1][C:2]1[CH:7]=[CH:6][C:5]([N:8]2[CH2:13][CH2:12][N:11]([S:14]([C:17]3[S:21][C:20]([CH:22]4[CH2:27][CH2:26][NH:25][CH2:24][CH2:23]4)=[CH:19][CH:18]=3)(=[O:16])=[O:15])[C@H:10]([CH3:35])[CH2:9]2)=[C:4]([C:36]([F:38])([F:37])[F:39])[CH:3]=1, predict the reactants needed to synthesize it. The reactants are: [F:1][C:2]1[CH:7]=[CH:6][C:5]([N:8]2[CH2:13][CH2:12][N:11]([S:14]([C:17]3[S:21][C:20]([CH:22]4[CH2:27][CH2:26][N:25](C(OC(C)(C)C)=O)[CH2:24][CH2:23]4)=[CH:19][CH:18]=3)(=[O:16])=[O:15])[C@H:10]([CH3:35])[CH2:9]2)=[C:4]([C:36]([F:39])([F:38])[F:37])[CH:3]=1. (2) The reactants are: Br[C:2]1[CH:23]=[CH:22][C:5]2[C:6]3[N:7]([CH:11]=[C:12]([C:14]4[N:18]([CH:19]([CH3:21])[CH3:20])[N:17]=[CH:16][N:15]=4)[N:13]=3)[CH2:8][CH2:9][O:10][C:4]=2[CH:3]=1.[O-]P([O-])([O-])=O.[K+].[K+].[K+].O[C@H:33]1[CH2:37][NH:36][C@H:35]([C:38](O)=O)[CH2:34]1. Given the product [CH:19]([N:18]1[C:14]([C:12]2[N:13]=[C:6]3[C:5]4[CH:22]=[CH:23][C:2]([N:36]5[CH2:37][CH2:33][CH2:34][C@H:35]5[CH2:38][N:36]5[CH2:37][CH2:33][CH2:34][CH2:35]5)=[CH:3][C:4]=4[O:10][CH2:9][CH2:8][N:7]3[CH:11]=2)=[N:15][CH:16]=[N:17]1)([CH3:21])[CH3:20], predict the reactants needed to synthesize it.